From a dataset of Forward reaction prediction with 1.9M reactions from USPTO patents (1976-2016). Predict the product of the given reaction. (1) Given the reactants NC1C=CC=CN=1.C(=O)CCCC.[CH3:14][C:15]1C(N)=C[C:29]2[C:17](=N[C:19]3[CH:24]=[CH:23][C:22]([N:25](C)C)=C[C:20]=3[N:28]=2)[CH:16]=1.Cl.C([BH3-])#N.[Na+], predict the reaction product. The product is: [CH2:29]([NH:28][C:20]1[CH:19]=[CH:24][CH:23]=[CH:22][N:25]=1)[CH2:17][CH2:16][CH2:15][CH3:14]. (2) Given the reactants [Cl:1][C:2]1[CH:14]=[C:13]2[C:5]([C:6]3[CH:7]=[CH:8][N:9]=[CH:10][C:11]=3[NH:12]2)=[CH:4][CH:3]=1.[H-].[Na+].[C:17](OC(=O)C)(=[O:19])[CH3:18].O, predict the reaction product. The product is: [C:17]([C:10]1[C:11]2[NH:12][C:13]3[C:5](=[CH:4][CH:3]=[C:2]([Cl:1])[CH:14]=3)[C:6]=2[CH:7]=[CH:8][N:9]=1)(=[O:19])[CH3:18]. (3) Given the reactants [CH:1]1([N:7]2[C:15](=[O:16])[C:14]3[C:9](=[CH:10][CH:11]=[CH:12][CH:13]=3)[C:8]2=[O:17])[CH2:6][CH2:5]CC=[CH:2]1.[Br:18]N1C(=O)CCC1=O.C(Cl)(Cl)Cl.Cl.[CH2:31]([OH:33])[CH3:32], predict the reaction product. The product is: [Br:18][CH:2]1[CH:31]([OH:33])[CH2:32][CH2:5][CH2:6][CH:1]1[N:7]1[C:15](=[O:16])[C:14]2[C:9](=[CH:10][CH:11]=[CH:12][CH:13]=2)[C:8]1=[O:17].